Dataset: Reaction yield outcomes from USPTO patents with 853,638 reactions. Task: Predict the reaction yield, written as a fraction of the theoretical maximum amount of product (1.0 means a 100% yield; for example, 0.34 means a 34% yield). (1) The reactants are [CH3:1][N:2]([CH2:4][C:5]1[CH:6]=[CH:7][C:8]([C:11]2([OH:21])[CH2:20][CH2:19][C:14]3(OCC[O:15]3)[CH2:13][CH2:12]2)=[N:9][CH:10]=1)[CH3:3].Cl.C([O-])(O)=O.[Na+]. The catalyst is C1COCC1. The product is [CH3:3][N:2]([CH2:4][C:5]1[CH:6]=[CH:7][C:8]([C:11]2([OH:21])[CH2:20][CH2:19][C:14](=[O:15])[CH2:13][CH2:12]2)=[N:9][CH:10]=1)[CH3:1]. The yield is 0.510. (2) The reactants are [O-:1][CH2:2][CH3:3].[Na+].[S:5]1[CH:9]=[CH:8][CH:7]=C1CC(O)=O.ClCCC[Si:18]([O:25][CH2:26][CH3:27])([O:22][CH2:23][CH3:24])[O:19][CH2:20][CH3:21]. The catalyst is S1C=CC=C1C(O)=O.C(O)C. The product is [C:2]([S:5][CH2:9][CH2:8][CH2:7][Si:18]([O:25][CH2:26][CH3:27])([O:22][CH2:23][CH3:24])[O:19][CH2:20][CH3:21])(=[O:1])[CH3:3]. The yield is 0.780.